This data is from Full USPTO retrosynthesis dataset with 1.9M reactions from patents (1976-2016). The task is: Predict the reactants needed to synthesize the given product. (1) Given the product [F:1][C:2]1[CH:3]=[C:4]([CH:24]=[CH:25][C:26]=1[F:27])[CH2:5][C@H:6]1[CH2:11][C@@H:10]([C:12]2[O:19][NH:30][C:14](=[O:15])[CH:13]=2)[CH2:9][CH2:8][N:7]1[C:20]([O:22][CH3:23])=[O:21], predict the reactants needed to synthesize it. The reactants are: [F:1][C:2]1[CH:3]=[C:4]([CH:24]=[CH:25][C:26]=1[F:27])[CH2:5][C@H:6]1[CH2:11][C@@H:10]([C:12](=[O:19])[CH2:13][C:14](OCC)=[O:15])[CH2:9][CH2:8][N:7]1[C:20]([O:22][CH3:23])=[O:21].[OH-].[Na+].[NH2:30]O.Cl. (2) Given the product [CH3:29][C:30]1[C:35]([O:36][C:37]2[C:38]([NH:50][C:2]3[S:3][N:16]=[C:17]([C@H:18]4[CH2:22][O:21][C:20]5([CH2:23][CH2:24][CH2:25][CH2:26][CH2:27]5)[O:19]4)[N:1]=3)=[N:39][CH:40]=[C:41]([S:43][C:44]3[CH:49]=[CH:48][CH:47]=[CH:46][N:45]=3)[CH:42]=2)=[C:34]([CH3:51])[CH:33]=[CH:32][N:31]=1, predict the reactants needed to synthesize it. The reactants are: [N-:1]=[C:2]=[S:3].[Na+].N1C=CC=CC=1.CS(O[N:16]=[C:17](Cl)[C@H:18]1[CH2:22][O:21][C:20]2([CH2:27][CH2:26][CH2:25][CH2:24][CH2:23]2)[O:19]1)(=O)=O.[CH3:29][C:30]1[C:35]([O:36][C:37]2[C:38]([NH2:50])=[N:39][CH:40]=[C:41]([S:43][C:44]3[CH:49]=[CH:48][CH:47]=[CH:46][N:45]=3)[CH:42]=2)=[C:34]([CH3:51])[CH:33]=[CH:32][N:31]=1. (3) Given the product [Cl:24][C:21]1[CH:20]=[CH:19][C:18]([C:10]2[CH:11]=[C:12]3[C:16](=[O:36])[CH2:28][CH:29]([CH3:30])[O:15][C:13]3=[N:14][C:9]=2[C:3]2[CH:4]=[CH:5][C:6]([Cl:8])=[CH:7][C:2]=2[Cl:1])=[CH:23][CH:22]=1, predict the reactants needed to synthesize it. The reactants are: [Cl:1][C:2]1[CH:7]=[C:6]([Cl:8])[CH:5]=[CH:4][C:3]=1[C:9]1[NH:14][C:13](=[O:15])[C:12]([C:16]#N)=[CH:11][C:10]=1[C:18]1[CH:23]=[CH:22][C:21]([Cl:24])=[CH:20][CH:19]=1.C[Mg+].[Br-].[CH:28]([Mg]Br)=[CH:29][CH3:30].C1C[O:36]CC1. (4) Given the product [CH3:1][N:2]([CH3:24])[CH2:3][CH2:4][NH:5][C:6]([C:8]1[C:16]2[N:15]=[C:14]([C:17]3[S:18][CH:19]=[CH:20][CH:21]=3)[NH:13][C:12]=2[C:11]([OH:22])=[CH:10][CH:9]=1)=[O:7], predict the reactants needed to synthesize it. The reactants are: [CH3:1][N:2]([CH3:24])[CH2:3][CH2:4][NH:5][C:6]([C:8]1[C:16]2[N:15]=[C:14]([C:17]3[S:18][CH:19]=[CH:20][CH:21]=3)[NH:13][C:12]=2[C:11]([O:22]C)=[CH:10][CH:9]=1)=[O:7].B(Br)(Br)Br. (5) Given the product [F:27][C:28]1[CH:36]=[CH:35][C:31]([C:32]([N:16]2[CH2:17][CH2:18][CH2:19][C@H:14]([C:11]3[N:10]=[C:9]([C:6]4[CH:7]=[CH:8][C:3]([F:2])=[CH:4][CH:5]=4)[O:13][N:12]=3)[CH2:15]2)=[O:33])=[CH:30][CH:29]=1, predict the reactants needed to synthesize it. The reactants are: Cl.[F:2][C:3]1[CH:8]=[CH:7][C:6]([C:9]2[O:13][N:12]=[C:11]([C@H:14]3[CH2:19][CH2:18][CH2:17][NH:16][CH2:15]3)[N:10]=2)=[CH:5][CH:4]=1.C(N(CC)CC)C.[F:27][C:28]1[CH:36]=[CH:35][C:31]([C:32](Cl)=[O:33])=[CH:30][CH:29]=1.O.